Dataset: Reaction yield outcomes from USPTO patents with 853,638 reactions. Task: Predict the reaction yield, written as a fraction of the theoretical maximum amount of product (1.0 means a 100% yield; for example, 0.34 means a 34% yield). (1) The reactants are [C:1]([O:5][C:6](=[O:26])[NH:7][CH:8]1[CH2:13][CH2:12][N:11]([CH2:14][C:15]2[CH:16]=[CH:17][N:18]3[C:23]=2[C:22](SC)=[N:21][CH:20]=[N:19]3)[CH2:10][CH2:9]1)([CH3:4])([CH3:3])[CH3:2].[Cl:27][C:28]1[CH:29]=[C:30]([NH2:42])[CH:31]=[CH:32][C:33]=1[O:34][CH2:35][C:36]1[CH:37]=[N:38][CH:39]=[CH:40][CH:41]=1. No catalyst specified. The product is [C:1]([O:5][C:6](=[O:26])[NH:7][CH:8]1[CH2:13][CH2:12][N:11]([CH2:14][C:15]2[CH:16]=[CH:17][N:18]3[C:23]=2[C:22]([NH:42][C:30]2[CH:31]=[CH:32][C:33]([O:34][CH2:35][C:36]4[CH:37]=[N:38][CH:39]=[CH:40][CH:41]=4)=[C:28]([Cl:27])[CH:29]=2)=[N:21][CH:20]=[N:19]3)[CH2:10][CH2:9]1)([CH3:4])([CH3:3])[CH3:2]. The yield is 0.610. (2) The reactants are [OH:1][CH2:2][C@@H:3]1[CH2:7][CH2:6][CH2:5][N:4]1[C:8]1[N:9]=[C:10]([NH:17][C:18]2[CH:22]=[C:21]([C:23]([OH:25])=O)[NH:20][N:19]=2)[C:11]2[O:16][CH:15]=[CH:14][C:12]=2[N:13]=1.CN(C(ON1N=NC2[CH:37]=[CH:38][CH:39]=[N:40]C1=2)=[N+](C)C)C.F[P-](F)(F)(F)(F)F.CCN(C(C)C)C(C)C.C1(N)CC1. The catalyst is CN(C=O)C. The product is [CH:39]1([NH:40][C:23]([C:21]2[NH:20][N:19]=[C:18]([NH:17][C:10]3[C:11]4[O:16][CH:15]=[CH:14][C:12]=4[N:13]=[C:8]([N:4]4[CH2:5][CH2:6][CH2:7][C@H:3]4[CH2:2][OH:1])[N:9]=3)[CH:22]=2)=[O:25])[CH2:37][CH2:38]1. The yield is 0.150. (3) The reactants are [F:1][C:2]1[CH:24]=[CH:23][C:5]([O:6][C:7]2[CH:8]=[C:9]3[C:13](=[CH:14][C:15]=2[C:16]([NH2:18])=[O:17])[N:12]([CH2:19][CH:20]([CH3:22])[CH3:21])[N:11]=[CH:10]3)=[CH:4][CH:3]=1.[C:25](N1C=CN=C1)([N:27]1[CH:31]=[CH:30]N=[CH:28]1)=O. The catalyst is C1COCC1. The product is [CH3:25][N:27]([CH3:28])[CH2:31][CH2:30][NH:18][C:16]([C:15]1[CH:14]=[C:13]2[C:9]([CH:10]=[N:11][N:12]2[CH2:19][CH:20]([CH3:22])[CH3:21])=[CH:8][C:7]=1[O:6][C:5]1[CH:23]=[CH:24][C:2]([F:1])=[CH:3][CH:4]=1)=[O:17]. The yield is 0.580. (4) The reactants are C([O:3][C:4]([C:6]1[S:15][C:14]2[C:13]3[CH:16]=[CH:17][CH:18]=[CH:19][C:12]=3[O:11][CH2:10][CH2:9][C:8]=2[N:7]=1)=[O:5])C.[OH-].[Na+].O. The catalyst is C1COCC1. The product is [S:15]1[C:14]2[C:13]3[CH:16]=[CH:17][CH:18]=[CH:19][C:12]=3[O:11][CH2:10][CH2:9][C:8]=2[N:7]=[C:6]1[C:4]([OH:5])=[O:3]. The yield is 0.580.